Dataset: Full USPTO retrosynthesis dataset with 1.9M reactions from patents (1976-2016). Task: Predict the reactants needed to synthesize the given product. Given the product [O:3]1[C:7]2[CH:8]=[CH:9][CH:10]=[C:11]([CH:12]3[CH2:17][CH2:16][N:15]([CH2:18][CH2:19][C@H:20]4[CH2:21][CH2:22][C@H:23]([NH:26][C:33]([C:30]5[CH:31]=[CH:32][C:27]([C:36]6[CH:37]=[CH:38][CH:39]=[CH:40][CH:41]=6)=[CH:28][CH:29]=5)=[O:34])[CH2:24][CH2:25]4)[CH2:14][CH2:13]3)[C:6]=2[CH2:5][CH2:4]1, predict the reactants needed to synthesize it. The reactants are: Cl.Cl.[O:3]1[C:7]2[CH:8]=[CH:9][CH:10]=[C:11]([CH:12]3[CH2:17][CH2:16][N:15]([CH2:18][CH2:19][C@H:20]4[CH2:25][CH2:24][C@H:23]([NH2:26])[CH2:22][CH2:21]4)[CH2:14][CH2:13]3)[C:6]=2[CH2:5][CH2:4]1.[C:27]1([C:36]2[CH:41]=[CH:40][CH:39]=[CH:38][CH:37]=2)[CH:32]=[CH:31][C:30]([C:33](O)=[O:34])=[CH:29][CH:28]=1.